This data is from hERG Central: cardiac toxicity at 1µM, 10µM, and general inhibition. The task is: Predict hERG channel inhibition at various concentrations. (1) The molecule is COC(=O)CCN1CCC(c2cc(-c3cccc(C(F)(F)F)c3)n[nH]2)CC1. Results: hERG_inhib (hERG inhibition (general)): blocker. (2) The drug is CCN(CC)CCCNC(=O)c1cc(Cl)c(NC(=O)C2=C(C)OCCS2)cc1OC. Results: hERG_inhib (hERG inhibition (general)): blocker.